This data is from Full USPTO retrosynthesis dataset with 1.9M reactions from patents (1976-2016). The task is: Predict the reactants needed to synthesize the given product. (1) Given the product [CH2:1]([O:3][C:4]([C:6]1[CH:7]=[C:8]2[C:13](=[CH:14][CH:15]=1)[NH:12][CH:11]([C:16]1[CH:21]=[CH:20][CH:19]=[C:18]([C:22]([OH:24])=[O:23])[CH:17]=1)[CH2:10][C:9]2([CH3:26])[CH3:27])=[O:5])[CH3:2], predict the reactants needed to synthesize it. The reactants are: [CH2:1]([O:3][C:4]([C:6]1[CH:7]=[C:8]2[C:13](=[CH:14][CH:15]=1)[NH:12][CH:11]([C:16]1[CH:21]=[CH:20][CH:19]=[C:18]([C:22]([O:24]C)=[O:23])[CH:17]=1)[CH2:10][C:9]2([CH3:27])[CH3:26])=[O:5])[CH3:2].Cl. (2) Given the product [ClH:35].[F:38][CH:24]([F:23])[O:25][C:26]1[CH:27]=[CH:28][C:29]([O:36][CH3:37])=[C:30]([S:32]([NH:20][C:18]2[CH:17]=[CH:16][C:15]([O:21][CH3:22])=[C:14]([N:11]3[CH2:10][CH2:9][NH:8][CH2:13][CH2:12]3)[CH:19]=2)(=[O:34])=[O:33])[CH:31]=1, predict the reactants needed to synthesize it. The reactants are: C(OC([N:8]1[CH2:13][CH2:12][N:11]([C:14]2[CH:19]=[C:18]([NH2:20])[CH:17]=[CH:16][C:15]=2[O:21][CH3:22])[CH2:10][CH2:9]1)=O)(C)(C)C.[F:23][CH:24]([F:38])[O:25][C:26]1[CH:27]=[CH:28][C:29]([O:36][CH3:37])=[C:30]([S:32]([Cl:35])(=[O:34])=[O:33])[CH:31]=1. (3) The reactants are: [C:1]([C:3]1[CH:4]=[N:5][C:6]([NH2:9])=[N:7][CH:8]=1)#[CH:2].Br[C:11]1[S:15][C:14]([NH:16][C:17]([NH:19][C:20]2[CH:25]=[CH:24][CH:23]=[CH:22][CH:21]=2)=[O:18])=[N:13][N:12]=1. Given the product [NH2:9][C:6]1[N:7]=[CH:8][C:3]([C:1]#[C:2][C:11]2[S:15][C:14]([NH:16][C:17]([NH:19][C:20]3[CH:21]=[CH:22][CH:23]=[CH:24][CH:25]=3)=[O:18])=[N:13][N:12]=2)=[CH:4][N:5]=1, predict the reactants needed to synthesize it. (4) Given the product [C:7]([N:6]1[C:2]([C:31]2[CH:32]=[CH:33][C:28]([Cl:27])=[CH:29][CH:30]=2)=[C:3]([C:11]2[S:12][CH:13]=[C:14]([CH2:16][C:17]([NH:19][CH2:20][CH:21]3[CH2:26][CH2:25][O:24][CH2:23][CH2:22]3)=[O:18])[N:15]=2)[CH:4]=[N:5]1)([CH3:10])([CH3:9])[CH3:8], predict the reactants needed to synthesize it. The reactants are: Br[C:2]1[N:6]([C:7]([CH3:10])([CH3:9])[CH3:8])[N:5]=[CH:4][C:3]=1[C:11]1[S:12][CH:13]=[C:14]([CH2:16][C:17]([NH:19][CH2:20][CH:21]2[CH2:26][CH2:25][O:24][CH2:23][CH2:22]2)=[O:18])[N:15]=1.[Cl:27][C:28]1[CH:33]=[CH:32][C:31](B(O)O)=[CH:30][CH:29]=1.C(=O)([O-])[O-].[K+].[K+]. (5) Given the product [C:1]([N:4]1[C:5]2[C:10](=[CH:9][C:8]([C:12]([F:18])([F:19])[C:13]([O:15][CH2:16][CH3:17])=[O:14])=[C:7]([F:20])[CH:6]=2)[CH:11]=[N:21]1)(=[O:3])[CH3:2], predict the reactants needed to synthesize it. The reactants are: [C:1]([NH:4][C:5]1[C:10]([CH3:11])=[CH:9][C:8]([C:12]([F:19])([F:18])[C:13]([O:15][CH2:16][CH3:17])=[O:14])=[C:7]([F:20])[CH:6]=1)(=[O:3])[CH3:2].[N:21](OCCC(C)C)=O.C([O-])(=O)C.[K+].C(OC(=O)C)(=O)C.C1OCCOCCOCCOCCOCCOC1.